Dataset: Forward reaction prediction with 1.9M reactions from USPTO patents (1976-2016). Task: Predict the product of the given reaction. (1) Given the reactants [CH2:1]([O:8][C:9](=[O:26])[NH:10][C@H:11]1[CH2:16][CH2:15][C@H:14]([CH2:17][NH:18]C(OC(C)(C)C)=O)[CH2:13][CH2:12]1)[C:2]1[CH:7]=[CH:6][CH:5]=[CH:4][CH:3]=1.Cl.C(Cl)(Cl)[Cl:29], predict the reaction product. The product is: [ClH:29].[CH2:1]([O:8][C:9](=[O:26])[NH:10][C@H:11]1[CH2:16][CH2:15][C@H:14]([CH2:17][NH2:18])[CH2:13][CH2:12]1)[C:2]1[CH:3]=[CH:4][CH:5]=[CH:6][CH:7]=1. (2) Given the reactants Cl.ClC1C=CC([C@H](N)CC)=C(F)C=1OC1C=CC=CC=1.[CH3:21][O:22][C:23](=[O:45])[CH2:24][C@H:25]([NH:27][C@@H:28]([C:30]1[CH:35]=[CH:34][C:33]([Cl:36])=[C:32]([O:37][C:38]2[CH:43]=[CH:42][CH:41]=[CH:40][CH:39]=2)[C:31]=1[F:44])[CH3:29])[CH3:26], predict the reaction product. The product is: [CH3:21][O:22][C:23](=[O:45])[CH2:24][C@@H:25]([NH:27][C@@H:28]([C:30]1[CH:35]=[CH:34][C:33]([Cl:36])=[C:32]([O:37][C:38]2[CH:43]=[CH:42][CH:41]=[CH:40][CH:39]=2)[C:31]=1[F:44])[CH3:29])[CH3:26]. (3) Given the reactants [C:1]([NH:4][CH:5]([C:9]1[CH:14]=[CH:13][CH:12]=[C:11]([O:15][CH2:16][C:17]2[CH:22]=[CH:21][CH:20]=[CH:19][C:18]=2[Cl:23])[C:10]=1[O:24][CH2:25][C:26]1[CH:31]=[CH:30][CH:29]=[CH:28][C:27]=1[Cl:32])[C:6]([OH:8])=[O:7])(=[O:3])[CH3:2].C(N(CC)CC)C.C(Cl)(=O)[C:41]1[CH:46]=[CH:45]C=[CH:43][CH:42]=1, predict the reaction product. The product is: [C:1]([NH:4][CH:5]([C:9]1[CH:14]=[CH:13][CH:12]=[C:11]([O:15][CH2:16][C:17]2[CH:22]=[CH:21][CH:20]=[CH:19][C:18]=2[Cl:23])[C:10]=1[O:24][CH2:25][C:26]1[CH:31]=[CH:30][CH:29]=[CH:28][C:27]=1[Cl:32])[C:6]([OH:8])=[O:7])(=[O:3])[C:2]1[CH:45]=[CH:46][CH:41]=[CH:42][CH:43]=1. (4) The product is: [C:10]([O:4][CH2:3][C:2]([CH2:7][OH:8])([CH2:5][OH:6])[CH2:1][OH:9])(=[O:15])[CH2:11][CH2:12][CH2:13][CH3:14]. Given the reactants [CH2:1]([OH:9])[C:2]([CH2:7][OH:8])([CH2:5][OH:6])[CH2:3][OH:4].[C:10](O)(=[O:15])[CH2:11][CH2:12][CH2:13][CH3:14].C1(C)C(C)=CC=CC=1, predict the reaction product. (5) Given the reactants Cl[C:2]1[C:23]([O:24][CH3:25])=[CH:22][C:5]([C:6]([NH:8][S:9]([C:12]2[CH:17]=[CH:16][CH:15]=[CH:14][C:13]=2[S:18](=[O:21])(=[O:20])[NH2:19])(=[O:11])=[O:10])=[O:7])=[CH:4][N:3]=1.[C:26]([CH:28]1[CH2:32][CH2:31][CH2:30][CH2:29]1)#[CH:27], predict the reaction product. The product is: [CH:28]1([C:26]#[C:27][C:2]2[C:23]([O:24][CH3:25])=[CH:22][C:5]([C:6]([NH:8][S:9]([C:12]3[CH:17]=[CH:16][CH:15]=[CH:14][C:13]=3[S:18](=[O:21])(=[O:20])[NH2:19])(=[O:11])=[O:10])=[O:7])=[CH:4][N:3]=2)[CH2:32][CH2:31][CH2:30][CH2:29]1. (6) Given the reactants [C:1]1(C)[CH:6]=[CH:5][C:4](S(O)(=O)=O)=[CH:3][CH:2]=1.C1(S(O)(=O)=[O:21])(C)C=CC=CC1C.C(O)[CH2:25][OH:26], predict the reaction product. The product is: [CH2:25]=[O:26].[C:1]1([OH:21])[CH:6]=[CH:5][CH:4]=[CH:3][CH:2]=1. (7) Given the reactants [NH2:1][C:2]1[N:7](C)[C:6](=[O:9])[NH:5][C:4](=[O:10])[CH:3]=1.Cl[CH2:12][CH2:13][CH2:14][CH2:15][C@H:16]([O:18][CH3:19])[CH3:17].CS(C)=O.[H-].[Na+], predict the reaction product. The product is: [NH2:1][C:2]1[NH:7][C:6](=[O:9])[N:5]([CH2:12][CH2:13][CH2:14][CH2:15][C@H:16]([O:18][CH3:19])[CH3:17])[C:4](=[O:10])[CH:3]=1.